This data is from Reaction yield outcomes from USPTO patents with 853,638 reactions. The task is: Predict the reaction yield, written as a fraction of the theoretical maximum amount of product (1.0 means a 100% yield; for example, 0.34 means a 34% yield). (1) The reactants are [N:1]1[C:10]2[C:5](=[N:6][CH:7]=[CH:8][CH:9]=2)[CH:4]=[CH:3][CH:2]=1.C([O-])(=O)C.[Na+].[Br:16]Br. The catalyst is C(O)(=O)C. The product is [Br:16][C:3]1[CH:2]=[N:1][C:10]2[C:5]([CH:4]=1)=[N:6][CH:7]=[CH:8][CH:9]=2. The yield is 0.450. (2) The reactants are [N+](C1C=CC(O[C:11](=[O:40])[NH:12][C:13]2[CH:18]=[C:17]([Cl:19])[CH:16]=[CH:15][C:14]=2[O:20][CH2:21][C:22]([N:24]2[CH2:29][C@H:28]([CH3:30])[N:27]([CH2:31][C:32]3[CH:37]=[CH:36][C:35]([F:38])=[CH:34][CH:33]=3)[CH2:26][C@H:25]2[CH3:39])=[O:23])=CC=1)([O-])=O. The catalyst is CO. The product is [NH2:24][CH2:25][CH2:26][NH:27][C:11]([NH:12][C:13]1[CH:18]=[C:17]([Cl:19])[CH:16]=[CH:15][C:14]=1[O:20][CH2:21][C:22]([N:24]1[CH2:29][C@H:28]([CH3:30])[N:27]([CH2:31][C:32]2[CH:33]=[CH:34][C:35]([F:38])=[CH:36][CH:37]=2)[CH2:26][C@H:25]1[CH3:39])=[O:23])=[O:40]. The yield is 0.630. (3) The reactants are [N:1]1([C:7]2[C:8]3[N:16]=[C:15]([C:17]4[CH:18]=[N:19][CH:20]=[CH:21][CH:22]=4)[S:14][C:9]=3[N:10]=[C:11]([NH2:13])[N:12]=2)[CH2:6][CH2:5][NH:4][CH2:3][CH2:2]1.[CH3:23][O:24][C:25]1[CH:34]=[CH:33][C:28]([CH2:29][N:30]=[C:31]=[O:32])=[CH:27][CH:26]=1. No catalyst specified. The product is [NH2:13][C:11]1[N:12]=[C:7]([N:1]2[CH2:6][CH2:5][N:4]([C:31]([NH:30][CH2:29][C:28]3[CH:33]=[CH:34][C:25]([O:24][CH3:23])=[CH:26][CH:27]=3)=[O:32])[CH2:3][CH2:2]2)[C:8]2[N:16]=[C:15]([C:17]3[CH:18]=[N:19][CH:20]=[CH:21][CH:22]=3)[S:14][C:9]=2[N:10]=1. The yield is 0.400.